This data is from CYP2C9 inhibition data for predicting drug metabolism from PubChem BioAssay. The task is: Regression/Classification. Given a drug SMILES string, predict its absorption, distribution, metabolism, or excretion properties. Task type varies by dataset: regression for continuous measurements (e.g., permeability, clearance, half-life) or binary classification for categorical outcomes (e.g., BBB penetration, CYP inhibition). Dataset: cyp2c9_veith. (1) The drug is CCC(C)NS(=O)(=O)c1ccc(OCC(=O)Nc2ccc3c(c2)OCCO3)cc1. The result is 1 (inhibitor). (2) The drug is O=C(CSCc1ccccc1Cl)NNC(=O)c1ccccc1. The result is 0 (non-inhibitor). (3) The molecule is NCCOB(c1ccccc1)c1ccccc1. The result is 0 (non-inhibitor). (4) The drug is COc1cccc(Nc2ncc3nc(-c4ccc(Cl)cc4)c(=O)n(CCC#N)c3n2)c1. The result is 0 (non-inhibitor). (5) The molecule is N/N=C1/CC(=O)NC(=O)N1. The result is 0 (non-inhibitor). (6) The compound is Cc1cccc(N2CCN(c3ccc(NC(=O)/C=C(/C(=O)O)c4ccccc4)cc3)CC2)c1. The result is 0 (non-inhibitor).